From a dataset of Peptide-MHC class II binding affinity with 134,281 pairs from IEDB. Regression. Given a peptide amino acid sequence and an MHC pseudo amino acid sequence, predict their binding affinity value. This is MHC class II binding data. (1) The MHC is HLA-DQA10501-DQB10301 with pseudo-sequence HLA-DQA10501-DQB10301. The peptide sequence is ASKNFHLQKNTIGTG. The binding affinity (normalized) is 0.398. (2) The MHC is DRB1_0802 with pseudo-sequence DRB1_0802. The binding affinity (normalized) is 0.401. The peptide sequence is TPTSLLISWGHYPLH. (3) The peptide sequence is FGHDGTVWAQSADFP. The MHC is HLA-DQA10102-DQB10602 with pseudo-sequence HLA-DQA10102-DQB10602. The binding affinity (normalized) is 0.361. (4) The peptide sequence is YDKFLANVSTVHTGK. The MHC is DRB1_0701 with pseudo-sequence DRB1_0701. The binding affinity (normalized) is 0.513. (5) The binding affinity (normalized) is 0.723. The peptide sequence is YRKLKREITFHGAKE. The MHC is DRB1_0404 with pseudo-sequence DRB1_0404. (6) The peptide sequence is PTLAFPAGVCPTIGV. The MHC is DRB3_0101 with pseudo-sequence DRB3_0101. The binding affinity (normalized) is 0.399.